Dataset: Reaction yield outcomes from USPTO patents with 853,638 reactions. Task: Predict the reaction yield, written as a fraction of the theoretical maximum amount of product (1.0 means a 100% yield; for example, 0.34 means a 34% yield). (1) The catalyst is O1CCOCC1. The yield is 0.400. The reactants are O[N:2]=[CH:3][C:4]1[CH:5]=[CH:6][C:7]2[O:12][CH:11]([C:13]([F:16])([F:15])[F:14])[C:10]([C:17]([O:19][CH2:20][CH3:21])=[O:18])=[CH:9][C:8]=2[CH:22]=1.FC(F)(F)C(OC(=O)C(F)(F)F)=O.C(N(CC)CC)C.Cl. The product is [C:3]([C:4]1[CH:5]=[CH:6][C:7]2[O:12][CH:11]([C:13]([F:16])([F:15])[F:14])[C:10]([C:17]([O:19][CH2:20][CH3:21])=[O:18])=[CH:9][C:8]=2[CH:22]=1)#[N:2]. (2) The reactants are Cl[C:2]1[N:7]=[C:6]([C:8]2[CH:13]=[CH:12][CH:11]=[C:10]([Cl:14])[CH:9]=2)[C:5]([CH3:15])=[CH:4][N:3]=1.[CH3:16][N:17]1[CH2:22][CH2:21][N:20]([CH2:23][C:24]2[CH:30]=[CH:29][C:27]([NH2:28])=[CH:26][CH:25]=2)[CH2:19][CH2:18]1. The catalyst is C(Cl)Cl.CO. The product is [Cl:14][C:10]1[CH:9]=[C:8]([C:6]2[C:5]([CH3:15])=[CH:4][N:3]=[C:2]([NH:28][C:27]3[CH:26]=[CH:25][C:24]([CH2:23][N:20]4[CH2:19][CH2:18][N:17]([CH3:16])[CH2:22][CH2:21]4)=[CH:30][CH:29]=3)[N:7]=2)[CH:13]=[CH:12][CH:11]=1. The yield is 0.770. (3) The reactants are C(=O)([O-])[O-].[Na+].[Na+].Br[CH2:8][C:9]([C:11]1[CH:16]=[CH:15][CH:14]=[C:13]([N+:17]([O-])=O)[CH:12]=1)=[O:10].[CH3:20][C:21]1[CH:30]=[CH:29][C:28]2[C:23](=[CH:24][CH:25]=[CH:26][C:27]=2[N:31]2[CH2:36][CH2:35][NH:34][CH2:33][CH2:32]2)[N:22]=1.[BH4-].[Na+]. The catalyst is O1CCCC1.CO. The product is [NH2:17][C:13]1[CH:12]=[C:11]([CH:9]([OH:10])[CH2:8][N:34]2[CH2:35][CH2:36][N:31]([C:27]3[CH:26]=[CH:25][CH:24]=[C:23]4[C:28]=3[CH:29]=[CH:30][C:21]([CH3:20])=[N:22]4)[CH2:32][CH2:33]2)[CH:16]=[CH:15][CH:14]=1. The yield is 0.550. (4) The reactants are [C:1]([C:3]1[CH:8]=[CH:7][C:6]([C:9]2[CH:10]=[N:11][N:12]([C:16]3[CH:31]=[CH:30][C:19]([C:20]([NH:22][CH2:23][CH:24]4[CH2:29][CH2:28][O:27][CH2:26][CH2:25]4)=[O:21])=[CH:18][N:17]=3)[C:13]=2[O:14]C)=[C:5]([CH3:32])[CH:4]=1)#[N:2].[Cl-].[Li+]. The catalyst is CC(N(C)C)=O. The product is [C:1]([C:3]1[CH:8]=[CH:7][C:6]([C:9]2[CH:10]=[N:11][N:12]([C:16]3[CH:31]=[CH:30][C:19]([C:20]([NH:22][CH2:23][CH:24]4[CH2:29][CH2:28][O:27][CH2:26][CH2:25]4)=[O:21])=[CH:18][N:17]=3)[C:13]=2[OH:14])=[C:5]([CH3:32])[CH:4]=1)#[N:2]. The yield is 0.310. (5) The reactants are [Cl:1][C:2]1[CH:17]=[CH:16][C:15]([Cl:18])=[CH:14][C:3]=1[O:4][C:5]1[C:10]([C:11]([OH:13])=O)=[CH:9][N:8]=[CH:7][N:6]=1.[NH:19]1[C:28]2[C:23](=[CH:24][CH:25]=[CH:26][CH:27]=2)[NH:22][CH2:21][CH2:20]1. No catalyst specified. The product is [Cl:1][C:2]1[CH:17]=[CH:16][C:15]([Cl:18])=[CH:14][C:3]=1[O:4][C:5]1[C:10]([C:11]([N:19]2[C:28]3[C:23](=[CH:24][CH:25]=[CH:26][CH:27]=3)[NH:22][CH2:21][CH2:20]2)=[O:13])=[CH:9][N:8]=[CH:7][N:6]=1. The yield is 0.200. (6) The reactants are [O:1]=[C:2]1[C:7]2[CH:8]=[CH:9][CH:10]=[CH:11][C:6]=2[S:5][C:4]([C:12]2[N:17]=[CH:16][C:15]([CH2:18][CH2:19][C:20]([OH:22])=O)=[CH:14][CH:13]=2)=[N:3]1.ClC(OCC(C)C)=O.C([N:33](CC)CC)C.[NH4+]. The catalyst is C1COCC1. The product is [O:1]=[C:2]1[C:7]2[CH:8]=[CH:9][CH:10]=[CH:11][C:6]=2[S:5][C:4]([C:12]2[N:17]=[CH:16][C:15]([CH2:18][CH2:19][C:20]([NH2:33])=[O:22])=[CH:14][CH:13]=2)=[N:3]1. The yield is 0.550. (7) The reactants are [C:1]1([C:12]2[CH:17]=[CH:16][CH:15]=[CH:14][CH:13]=2)[CH:6]=[CH:5][C:4]([O:7][CH2:8][C:9](O)=[O:10])=[CH:3][CH:2]=1.O=S(Cl)[Cl:20]. The catalyst is ClCCl. The product is [C:1]1([C:12]2[CH:17]=[CH:16][CH:15]=[CH:14][CH:13]=2)[CH:6]=[CH:5][C:4]([O:7][CH2:8][C:9]([Cl:20])=[O:10])=[CH:3][CH:2]=1. The yield is 0.930.